Dataset: Full USPTO retrosynthesis dataset with 1.9M reactions from patents (1976-2016). Task: Predict the reactants needed to synthesize the given product. Given the product [OH:28][CH2:27][CH2:26][O:1][C:2]1[CH:16]=[CH:15][C:5]([C:6]([C:8]2[CH:13]=[CH:12][C:11]([OH:14])=[CH:10][CH:9]=2)=[O:7])=[CH:4][CH:3]=1, predict the reactants needed to synthesize it. The reactants are: [OH:1][C:2]1[CH:16]=[CH:15][C:5]([C:6]([C:8]2[CH:13]=[CH:12][C:11]([OH:14])=[CH:10][CH:9]=2)=[O:7])=[CH:4][CH:3]=1.C([O-])([O-])=O.[Cs+].[Cs+].[Na+].[I-].Cl[CH2:26][CH2:27][OH:28].